From a dataset of Forward reaction prediction with 1.9M reactions from USPTO patents (1976-2016). Predict the product of the given reaction. (1) Given the reactants [C:1]([O:4][C@@:5]1(C(C)(C)C)[CH:18]=[CH:17][C@@H:16]2[C@@:7]34[CH2:22][CH2:21][N:19]([CH3:20])[C@@H:15]2[CH2:14][C:13]2[C:8]3=[C:9]([O:29][C@@H:6]14)[C:10]([F:28])([O:23]O[SiH](C)C)[CH2:11][CH:12]=2)(=[O:3])[NH2:2].CCCC[N+](CCCC)(CCCC)CCCC.[F-], predict the reaction product. The product is: [C:1](=[O:3])([OH:4])[NH2:2].[F:28][C:10]1([OH:23])[C:9]2[O:29][C@@H:6]3[C@@:7]45[CH2:22][CH2:21][N:19]([CH3:20])[C@@H:15]([C@@H:16]4[CH:17]=[CH:18][C@@H:5]3[OH:4])[CH2:14][C:13]([C:8]5=2)=[CH:12][CH2:11]1. (2) Given the reactants [I:1][C:2]1[N:3]=[C:4]([CH2:8][O:9][CH3:10])[NH:5][C:6]=1[I:7].[H-].[Na+].[C:13]([NH:20][CH2:21][CH2:22]Br)([O:15][C:16]([CH3:19])([CH3:18])[CH3:17])=[O:14].O, predict the reaction product. The product is: [C:16]([O:15][C:13](=[O:14])[NH:20][CH2:21][CH2:22][N:3]1[C:2]([I:1])=[C:6]([I:7])[N:5]=[C:4]1[CH2:8][O:9][CH3:10])([CH3:19])([CH3:18])[CH3:17]. (3) Given the reactants C([O:8][C:9]1[C:14]([CH3:15])=[CH:13][C:12]([C:16]2[NH:25][C:24](=[O:26])[C:23]3[C:18](=[CH:19][C:20]([O:32][CH3:33])=[CH:21][C:22]=3[O:27][CH2:28][CH2:29][O:30][CH3:31])[N:17]=2)=[CH:11][C:10]=1[CH3:34])C1C=CC=CC=1, predict the reaction product. The product is: [OH:8][C:9]1[C:14]([CH3:15])=[CH:13][C:12]([C:16]2[NH:25][C:24](=[O:26])[C:23]3[C:18](=[CH:19][C:20]([O:32][CH3:33])=[CH:21][C:22]=3[O:27][CH2:28][CH2:29][O:30][CH3:31])[N:17]=2)=[CH:11][C:10]=1[CH3:34]. (4) Given the reactants [NH:1]1[CH2:6][CH2:5][CH:4]([N:7]2[C:15]3[C:10](=[N:11][CH:12]=[CH:13][CH:14]=3)[NH:9][C:8]2=[O:16])[CH2:3][CH2:2]1.Cl[C:18]1[N:23]=[CH:22][N:21]=[C:20]([C:24]([C:26]2[CH:35]=[C:34]([CH3:36])[C:29]3[NH:30][C:31](=[O:33])[S:32][C:28]=3[CH:27]=2)=[O:25])[CH:19]=1.CCN(C(C)C)C(C)C, predict the reaction product. The product is: [CH3:36][C:34]1[C:29]2[NH:30][C:31](=[O:33])[S:32][C:28]=2[CH:27]=[C:26]([C:24]([C:20]2[N:21]=[CH:22][N:23]=[C:18]([N:1]3[CH2:2][CH2:3][CH:4]([N:7]4[C:15]5[C:10](=[N:11][CH:12]=[CH:13][CH:14]=5)[NH:9][C:8]4=[O:16])[CH2:5][CH2:6]3)[CH:19]=2)=[O:25])[CH:35]=1.